This data is from NCI-60 drug combinations with 297,098 pairs across 59 cell lines. The task is: Regression. Given two drug SMILES strings and cell line genomic features, predict the synergy score measuring deviation from expected non-interaction effect. (1) Drug 1: C1C(C(OC1N2C=C(C(=O)NC2=O)F)CO)O. Drug 2: C(CC(=O)O)C(=O)CN.Cl. Cell line: HCC-2998. Synergy scores: CSS=42.4, Synergy_ZIP=-4.04, Synergy_Bliss=-4.70, Synergy_Loewe=0.164, Synergy_HSA=1.34. (2) Drug 1: C1C(C(OC1N2C=NC3=C2NC=NCC3O)CO)O. Drug 2: C(CCl)NC(=O)N(CCCl)N=O. Cell line: HOP-62. Synergy scores: CSS=-0.420, Synergy_ZIP=-0.780, Synergy_Bliss=-5.99, Synergy_Loewe=-5.05, Synergy_HSA=-9.98. (3) Drug 1: CS(=O)(=O)C1=CC(=C(C=C1)C(=O)NC2=CC(=C(C=C2)Cl)C3=CC=CC=N3)Cl. Drug 2: C1CC(C1)(C(=O)O)C(=O)O.[NH2-].[NH2-].[Pt+2]. Cell line: RXF 393. Synergy scores: CSS=57.4, Synergy_ZIP=3.18, Synergy_Bliss=5.93, Synergy_Loewe=6.66, Synergy_HSA=8.23. (4) Drug 1: C1CCC(C1)C(CC#N)N2C=C(C=N2)C3=C4C=CNC4=NC=N3. Drug 2: CCC1=CC2CC(C3=C(CN(C2)C1)C4=CC=CC=C4N3)(C5=C(C=C6C(=C5)C78CCN9C7C(C=CC9)(C(C(C8N6C)(C(=O)OC)O)OC(=O)C)CC)OC)C(=O)OC.C(C(C(=O)O)O)(C(=O)O)O. Cell line: KM12. Synergy scores: CSS=73.9, Synergy_ZIP=11.6, Synergy_Bliss=9.50, Synergy_Loewe=1.24, Synergy_HSA=14.0. (5) Drug 1: C1CC(=O)NC(=O)C1N2CC3=C(C2=O)C=CC=C3N. Drug 2: C1=CC(=CC=C1CCCC(=O)O)N(CCCl)CCCl. Cell line: EKVX. Synergy scores: CSS=3.95, Synergy_ZIP=-2.90, Synergy_Bliss=-3.37, Synergy_Loewe=-1.64, Synergy_HSA=0.0605. (6) Drug 1: CS(=O)(=O)CCNCC1=CC=C(O1)C2=CC3=C(C=C2)N=CN=C3NC4=CC(=C(C=C4)OCC5=CC(=CC=C5)F)Cl. Drug 2: COCCOC1=C(C=C2C(=C1)C(=NC=N2)NC3=CC=CC(=C3)C#C)OCCOC. Cell line: NCI-H460. Synergy scores: CSS=22.5, Synergy_ZIP=-6.53, Synergy_Bliss=-3.34, Synergy_Loewe=-1.66, Synergy_HSA=1.65. (7) Drug 1: CC1=CC=C(C=C1)C2=CC(=NN2C3=CC=C(C=C3)S(=O)(=O)N)C(F)(F)F. Drug 2: COC1=NC(=NC2=C1N=CN2C3C(C(C(O3)CO)O)O)N. Cell line: NCI-H226. Synergy scores: CSS=0.532, Synergy_ZIP=0.131, Synergy_Bliss=1.40, Synergy_Loewe=-2.44, Synergy_HSA=-2.18. (8) Drug 1: CN(C)N=NC1=C(NC=N1)C(=O)N. Drug 2: CC1=C(C=C(C=C1)NC(=O)C2=CC=C(C=C2)CN3CCN(CC3)C)NC4=NC=CC(=N4)C5=CN=CC=C5. Cell line: NCI-H460. Synergy scores: CSS=8.55, Synergy_ZIP=-4.27, Synergy_Bliss=1.25, Synergy_Loewe=-1.93, Synergy_HSA=-0.389. (9) Drug 2: CS(=O)(=O)CCNCC1=CC=C(O1)C2=CC3=C(C=C2)N=CN=C3NC4=CC(=C(C=C4)OCC5=CC(=CC=C5)F)Cl. Drug 1: CC1CCC2CC(C(=CC=CC=CC(CC(C(=O)C(C(C(=CC(C(=O)CC(OC(=O)C3CCCCN3C(=O)C(=O)C1(O2)O)C(C)CC4CCC(C(C4)OC)O)C)C)O)OC)C)C)C)OC. Cell line: HOP-92. Synergy scores: CSS=10.9, Synergy_ZIP=-2.50, Synergy_Bliss=2.39, Synergy_Loewe=2.32, Synergy_HSA=2.37. (10) Synergy scores: CSS=43.2, Synergy_ZIP=25.0, Synergy_Bliss=31.2, Synergy_Loewe=27.1, Synergy_HSA=28.0. Drug 1: CCC(=C(C1=CC=CC=C1)C2=CC=C(C=C2)OCCN(C)C)C3=CC=CC=C3.C(C(=O)O)C(CC(=O)O)(C(=O)O)O. Drug 2: CCC1(CC2CC(C3=C(CCN(C2)C1)C4=CC=CC=C4N3)(C5=C(C=C6C(=C5)C78CCN9C7C(C=CC9)(C(C(C8N6C)(C(=O)OC)O)OC(=O)C)CC)OC)C(=O)OC)O.OS(=O)(=O)O. Cell line: RPMI-8226.